This data is from NCI-60 drug combinations with 297,098 pairs across 59 cell lines. The task is: Regression. Given two drug SMILES strings and cell line genomic features, predict the synergy score measuring deviation from expected non-interaction effect. (1) Drug 1: C(CC(=O)O)C(=O)CN.Cl. Drug 2: C1CN(CCN1C(=O)CCBr)C(=O)CCBr. Cell line: MALME-3M. Synergy scores: CSS=28.0, Synergy_ZIP=0.625, Synergy_Bliss=2.21, Synergy_Loewe=0.224, Synergy_HSA=3.36. (2) Drug 2: CCN(CC)CCNC(=O)C1=C(NC(=C1C)C=C2C3=C(C=CC(=C3)F)NC2=O)C. Synergy scores: CSS=74.0, Synergy_ZIP=5.77, Synergy_Bliss=7.38, Synergy_Loewe=-12.3, Synergy_HSA=6.39. Drug 1: CCC1=CC2CC(C3=C(CN(C2)C1)C4=CC=CC=C4N3)(C5=C(C=C6C(=C5)C78CCN9C7C(C=CC9)(C(C(C8N6C)(C(=O)OC)O)OC(=O)C)CC)OC)C(=O)OC.C(C(C(=O)O)O)(C(=O)O)O. Cell line: K-562. (3) Drug 1: CC1=CC=C(C=C1)C2=CC(=NN2C3=CC=C(C=C3)S(=O)(=O)N)C(F)(F)F. Drug 2: C1CN(P(=O)(OC1)NCCCl)CCCl. Cell line: KM12. Synergy scores: CSS=-0.166, Synergy_ZIP=2.43, Synergy_Bliss=3.27, Synergy_Loewe=2.44, Synergy_HSA=0.242. (4) Drug 1: CCC(=C(C1=CC=CC=C1)C2=CC=C(C=C2)OCCN(C)C)C3=CC=CC=C3.C(C(=O)O)C(CC(=O)O)(C(=O)O)O. Drug 2: C1C(C(OC1N2C=NC3=C2NC=NCC3O)CO)O. Cell line: ACHN. Synergy scores: CSS=2.33, Synergy_ZIP=0.889, Synergy_Bliss=2.33, Synergy_Loewe=-0.229, Synergy_HSA=-0.929. (5) Drug 1: C1=CN(C=N1)CC(O)(P(=O)(O)O)P(=O)(O)O. Drug 2: CC(C)(C#N)C1=CC(=CC(=C1)CN2C=NC=N2)C(C)(C)C#N. Cell line: MALME-3M. Synergy scores: CSS=-0.342, Synergy_ZIP=-0.265, Synergy_Bliss=-0.107, Synergy_Loewe=-1.24, Synergy_HSA=-0.873. (6) Drug 1: CN(C)C1=NC(=NC(=N1)N(C)C)N(C)C. Drug 2: C1=CC=C(C=C1)NC(=O)CCCCCCC(=O)NO. Cell line: PC-3. Synergy scores: CSS=17.5, Synergy_ZIP=-2.93, Synergy_Bliss=1.39, Synergy_Loewe=-12.5, Synergy_HSA=0.545. (7) Drug 1: CCCCCOC(=O)NC1=NC(=O)N(C=C1F)C2C(C(C(O2)C)O)O. Drug 2: CC12CCC3C(C1CCC2O)C(CC4=C3C=CC(=C4)O)CCCCCCCCCS(=O)CCCC(C(F)(F)F)(F)F. Cell line: OVCAR-4. Synergy scores: CSS=-6.69, Synergy_ZIP=1.77, Synergy_Bliss=-0.653, Synergy_Loewe=-7.57, Synergy_HSA=-6.21. (8) Drug 1: CC1=C2C(C(=O)C3(C(CC4C(C3C(C(C2(C)C)(CC1OC(=O)C(C(C5=CC=CC=C5)NC(=O)OC(C)(C)C)O)O)OC(=O)C6=CC=CC=C6)(CO4)OC(=O)C)OC)C)OC. Drug 2: C1=NC(=NC(=O)N1C2C(C(C(O2)CO)O)O)N. Cell line: EKVX. Synergy scores: CSS=25.4, Synergy_ZIP=-10.4, Synergy_Bliss=-8.31, Synergy_Loewe=-42.2, Synergy_HSA=-8.78.